From a dataset of Forward reaction prediction with 1.9M reactions from USPTO patents (1976-2016). Predict the product of the given reaction. (1) Given the reactants [N:1]#[C:2][NH2:3].[N:4]([C:7]1[CH:21]=[CH:20][C:10]([O:11][CH2:12][C@H:13]([N:15]2[CH2:19][CH2:18][CH2:17][CH2:16]2)[CH3:14])=[CH:9][CH:8]=1)=[C:5]=[S:6].Br[CH2:23][C:24]([C:26]1[CH:31]=[CH:30][CH:29]=[C:28]([O:32][CH3:33])[CH:27]=1)=[O:25], predict the reaction product. The product is: [C:10]([OH:25])(=[O:11])[CH3:20].[NH2:1][C:2]1[N:3]=[C:5]([NH:4][C:7]2[CH:8]=[CH:9][C:10]([O:11][CH2:12][C@H:13]([N:15]3[CH2:16][CH2:17][CH2:18][CH2:19]3)[CH3:14])=[CH:20][CH:21]=2)[S:6][C:23]=1[C:24]([C:26]1[CH:31]=[CH:30][CH:29]=[C:28]([O:32][CH3:33])[CH:27]=1)=[O:25]. (2) Given the reactants [Cl:1][C:2]1[CH:3]=[C:4]([C:10]([C:12]2[CH:17]=[CH:16][C:15]([F:18])=[CH:14][CH:13]=2)=O)[CH:5]=[N:6][C:7]=1[O:8][CH3:9].Cl.[NH2:20][OH:21], predict the reaction product. The product is: [Cl:1][C:2]1[CH:3]=[C:4]([C:10]([C:12]2[CH:17]=[CH:16][C:15]([F:18])=[CH:14][CH:13]=2)=[N:20][OH:21])[CH:5]=[N:6][C:7]=1[O:8][CH3:9].